From a dataset of Catalyst prediction with 721,799 reactions and 888 catalyst types from USPTO. Predict which catalyst facilitates the given reaction. (1) Product: [F:1][C:2]1[CH:3]=[CH:4][C:5]([CH2:8][O:9][C:10]2[CH:15]=[CH:14][N:13]([C:16]3[N:21]=[C:20]4[N:22]([CH3:36])[C:23]5[CH2:28][CH2:27][NH:26][CH2:25][C:24]=5[C:19]4=[CH:18][CH:17]=3)[C:12](=[O:37])[CH:11]=2)=[N:6][CH:7]=1. Reactant: [F:1][C:2]1[CH:3]=[CH:4][C:5]([CH2:8][O:9][C:10]2[CH:15]=[CH:14][N:13]([C:16]3[N:21]=[C:20]4[N:22]([CH3:36])[C:23]5[CH2:28][CH2:27][N:26](C(OC(C)(C)C)=O)[CH2:25][C:24]=5[C:19]4=[CH:18][CH:17]=3)[C:12](=[O:37])[CH:11]=2)=[N:6][CH:7]=1.Cl. The catalyst class is: 5. (2) The catalyst class is: 5. Reactant: [CH3:1][O:2][C:3]([C:5]1[C:10]([NH:11]C(=O)C)=[N:9][C:8]([O:15][CH2:16][CH2:17][F:18])=[CH:7][N:6]=1)=[O:4].C[O-].[Na+].[NH4+].[Cl-]. Product: [CH3:1][O:2][C:3]([C:5]1[C:10]([NH2:11])=[N:9][C:8]([O:15][CH2:16][CH2:17][F:18])=[CH:7][N:6]=1)=[O:4].